From a dataset of Full USPTO retrosynthesis dataset with 1.9M reactions from patents (1976-2016). Predict the reactants needed to synthesize the given product. (1) Given the product [F:27][C:2]([F:1])([F:28])[C:3]1[CH:4]=[CH:5][C:6]([C:9]2[C:10]3[CH2:17][CH2:16][CH:15]([O:18][CH2:19][C:20]([O:22][CH3:23])=[O:21])[C:11]=3[CH:12]=[N:13][CH:14]=2)=[CH:7][CH:8]=1, predict the reactants needed to synthesize it. The reactants are: [F:1][C:2]([F:28])([F:27])[C:3]1[CH:8]=[CH:7][C:6]([C:9]2[C:10]3[CH2:17][CH2:16][CH:15]([O:18][CH2:19][C:20]([O:22][C:23](C)(C)C)=[O:21])[C:11]=3[CH:12]=[N:13][CH:14]=2)=[CH:5][CH:4]=1.Cl.O1CCOCC1. (2) Given the product [NH2:3][C:4]1[N:9]=[C:8]([C:10]2[CH:15]=[CH:14][C:13]([Cl:16])=[C:12]([F:17])[C:11]=2[F:18])[N:7]=[C:6]([C:19]([OH:21])=[O:20])[C:5]=1/[CH:23]=[CH:24]/[Si:25]([CH3:26])([CH3:28])[CH3:27], predict the reactants needed to synthesize it. The reactants are: [OH-].[Na+].[NH2:3][C:4]1[N:9]=[C:8]([C:10]2[CH:15]=[CH:14][C:13]([Cl:16])=[C:12]([F:17])[C:11]=2[F:18])[N:7]=[C:6]([C:19]([O:21]C)=[O:20])[C:5]=1/[CH:23]=[CH:24]/[Si:25]([CH3:28])([CH3:27])[CH3:26].Cl. (3) Given the product [F:1][C:2]1[C:3]([N:13]2[CH2:14][CH2:15][N:16]([CH2:20][C:21]([C:23]3[CH:24]=[CH:25][C:26]4[O:31][CH2:30][C:29](=[O:32])[N:28]([CH3:33])[C:27]=4[CH:34]=3)=[O:22])[CH2:17][CH2:18]2)=[C:4]2[C:9](=[CH:10][CH:11]=1)[N:8]=[C:7]([CH3:12])[CH:6]=[CH:5]2, predict the reactants needed to synthesize it. The reactants are: [F:1][C:2]1[C:3]([N:13]2[CH2:18][CH2:17][NH:16][CH2:15][CH2:14]2)=[C:4]2[C:9](=[CH:10][CH:11]=1)[N:8]=[C:7]([CH3:12])[CH:6]=[CH:5]2.Cl[CH2:20][C:21]([C:23]1[CH:24]=[CH:25][C:26]2[O:31][CH2:30][C:29](=[O:32])[N:28]([CH3:33])[C:27]=2[CH:34]=1)=[O:22]. (4) Given the product [C:22]([O:21][C:19]([C:4]1[C:3]([CH2:2][S:27][CH3:26])=[C:17]([Cl:18])[CH:16]=[CH:15][C:5]=1[O:6][C:7](=[CH:12][O:13][CH3:14])[C:8]([O:10][CH3:11])=[O:9])=[O:20])([CH3:25])([CH3:24])[CH3:23], predict the reactants needed to synthesize it. The reactants are: Br[CH2:2][C:3]1[C:4]([C:19]([O:21][C:22]([CH3:25])([CH3:24])[CH3:23])=[O:20])=[C:5]([CH:15]=[CH:16][C:17]=1[Cl:18])[O:6][C:7](=[CH:12][O:13][CH3:14])[C:8]([O:10][CH3:11])=[O:9].[CH3:26][S-:27].[Na+].C(=O)([O-])[O-].[K+].[K+].O. (5) Given the product [CH:1]([N:4]1[C:8]([C:9]2[S:10][C:11]3[CH2:12][CH2:13][O:14][C:15]4[CH:22]=[C:21]([CH:23]=[O:24])[CH:20]=[CH:19][C:16]=4[C:17]=3[N:18]=2)=[N:7][CH:6]=[N:5]1)([CH3:3])[CH3:2], predict the reactants needed to synthesize it. The reactants are: [CH:1]([N:4]1[C:8]([C:9]2[S:10][C:11]3[CH2:12][CH2:13][O:14][C:15]4[CH:22]=[C:21]([CH2:23][OH:24])[CH:20]=[CH:19][C:16]=4[C:17]=3[N:18]=2)=[N:7][CH:6]=[N:5]1)([CH3:3])[CH3:2].CC(OI1(OC(C)=O)(OC(C)=O)OC(=O)C2C=CC=CC1=2)=O. (6) Given the product [C:7]1([C:1]2[CH:2]=[CH:3][CH:4]=[CH:5][CH:6]=2)[CH:12]=[CH:11][CH:10]=[CH:9][C:8]=1[O:13][CH2:17][C:18]1[CH:23]=[CH:22][CH:21]=[C:20]([CH2:24][O:14][C:12]2[CH:11]=[CH:10][CH:9]=[CH:8][C:7]=2[C:1]2[CH:2]=[CH:3][CH:4]=[CH:5][CH:6]=2)[CH:19]=1, predict the reactants needed to synthesize it. The reactants are: [C:1]1([C:7]2[CH:12]=[CH:11][CH:10]=[CH:9][C:8]=2[OH:13])[CH:6]=[CH:5][CH:4]=[CH:3][CH:2]=1.[OH-:14].[K+].Cl[CH2:17][C:18]1[CH:23]=[CH:22][CH:21]=[C:20]([CH2:24]Cl)[CH:19]=1.O. (7) Given the product [O:17]=[C:16]1[CH2:18][CH2:9][CH:8]([C:6]([O:5][CH3:3])=[O:7])[C:10]([CH:25]([CH3:26])[CH3:24])=[CH:14]1, predict the reactants needed to synthesize it. The reactants are: CC[C:3]([O:5][C:6]([CH:8]([CH3:10])[CH3:9])=[O:7])=O.C[O-].[Na+].[CH:14]([C:16]([CH3:18])=[O:17])=C.C(O)(=O)C.N1C[CH2:26][CH2:25][CH2:24]1.